Dataset: Reaction yield outcomes from USPTO patents with 853,638 reactions. Task: Predict the reaction yield, written as a fraction of the theoretical maximum amount of product (1.0 means a 100% yield; for example, 0.34 means a 34% yield). The reactants are [Br:1][C:2]1[CH:9]=[CH:8][CH:7]=[CH:6][C:3]=1[CH2:4][NH2:5].F[C:11]1[CH:19]=[N:18][CH:17]=[CH:16][C:12]=1[C:13]([OH:15])=[O:14]. No catalyst specified. The product is [Br:1][C:2]1[CH:9]=[CH:8][CH:7]=[CH:6][C:3]=1[CH2:4][NH:5][C:16]1[CH:17]=[N:18][CH:19]=[CH:11][C:12]=1[C:13]([OH:15])=[O:14]. The yield is 0.330.